This data is from Full USPTO retrosynthesis dataset with 1.9M reactions from patents (1976-2016). The task is: Predict the reactants needed to synthesize the given product. (1) Given the product [Cl:7][C:8]1[CH:15]=[CH:14][C:11]([CH:12]=[CH2:1])=[C:10]([F:16])[CH:9]=1, predict the reactants needed to synthesize it. The reactants are: [CH3:1]C([O-])(C)C.[K+].[Cl:7][C:8]1[CH:15]=[CH:14][C:11]([CH:12]=O)=[C:10]([F:16])[CH:9]=1. (2) Given the product [NH2:36][C:34]([C:23]1[CH:24]=[C:25]([C:28]2[CH:33]=[CH:32][CH:31]=[CH:30][CH:29]=2)[CH:26]=[C:27]2[C:22]=1[NH:21][CH:20]=[C:19]2[CH:16]1[CH2:17][CH2:18][N:13]([S:10]([CH2:9][CH2:8][CH2:7][NH:37][CH:38]2[CH2:39][CH2:40][N:41]([C:44]([O:46][C:47]([CH3:50])([CH3:49])[CH3:48])=[O:45])[CH2:42][CH2:43]2)(=[O:12])=[O:11])[CH2:14][CH2:15]1)=[O:35], predict the reactants needed to synthesize it. The reactants are: NS(N)(=O)=O.Cl[CH2:7][CH2:8][CH2:9][S:10]([N:13]1[CH2:18][CH2:17][CH:16]([C:19]2[C:27]3[C:22](=[C:23]([C:34]([NH2:36])=[O:35])[CH:24]=[C:25]([C:28]4[CH:33]=[CH:32][CH:31]=[CH:30][CH:29]=4)[CH:26]=3)[NH:21][CH:20]=2)[CH2:15][CH2:14]1)(=[O:12])=[O:11].[NH2:37][CH:38]1[CH2:43][CH2:42][N:41]([C:44]([O:46][C:47]([CH3:50])([CH3:49])[CH3:48])=[O:45])[CH2:40][CH2:39]1.C([O-])([O-])=O.[K+].[K+].[I-].[Na+]. (3) Given the product [Cl:1][C:2]1[N:7]=[C:6]([NH:8][C:9]2[C:10]([F:17])=[CH:11][CH:12]=[CH:13][C:14]=2[OH:15])[C:5]([Cl:18])=[CH:4][N:3]=1, predict the reactants needed to synthesize it. The reactants are: [Cl:1][C:2]1[N:7]=[C:6]([NH:8][C:9]2[C:14]([O:15]C)=[CH:13][CH:12]=[CH:11][C:10]=2[F:17])[C:5]([Cl:18])=[CH:4][N:3]=1.B(Br)(Br)Br.